The task is: Regression. Given two drug SMILES strings and cell line genomic features, predict the synergy score measuring deviation from expected non-interaction effect.. This data is from NCI-60 drug combinations with 297,098 pairs across 59 cell lines. (1) Drug 1: CC12CCC(CC1=CCC3C2CCC4(C3CC=C4C5=CN=CC=C5)C)O. Drug 2: CC1OCC2C(O1)C(C(C(O2)OC3C4COC(=O)C4C(C5=CC6=C(C=C35)OCO6)C7=CC(=C(C(=C7)OC)O)OC)O)O. Cell line: HS 578T. Synergy scores: CSS=30.0, Synergy_ZIP=4.79, Synergy_Bliss=4.91, Synergy_Loewe=-3.18, Synergy_HSA=3.38. (2) Cell line: K-562. Drug 1: CC12CCC3C(C1CCC2=O)CC(=C)C4=CC(=O)C=CC34C. Drug 2: C1CC(C1)(C(=O)O)C(=O)O.[NH2-].[NH2-].[Pt+2]. Synergy scores: CSS=22.2, Synergy_ZIP=-1.80, Synergy_Bliss=-3.03, Synergy_Loewe=-12.6, Synergy_HSA=-3.14. (3) Drug 1: CNC(=O)C1=CC=CC=C1SC2=CC3=C(C=C2)C(=NN3)C=CC4=CC=CC=N4. Drug 2: C1C(C(OC1N2C=NC(=NC2=O)N)CO)O. Cell line: NCIH23. Synergy scores: CSS=3.57, Synergy_ZIP=-1.02, Synergy_Bliss=2.81, Synergy_Loewe=-1.64, Synergy_HSA=0.463.